From a dataset of Full USPTO retrosynthesis dataset with 1.9M reactions from patents (1976-2016). Predict the reactants needed to synthesize the given product. Given the product [CH3:8][O:7][C:5](=[O:6])[C:4]1[CH:9]=[CH:10][C:11]([O:12][CH3:13])=[C:2]([O:1][CH2:15][CH2:16][Cl:17])[CH:3]=1, predict the reactants needed to synthesize it. The reactants are: [OH:1][C:2]1[CH:3]=[C:4]([CH:9]=[CH:10][C:11]=1[O:12][CH3:13])[C:5]([O:7][CH3:8])=[O:6].Br[CH2:15][CH2:16][Cl:17].C([O-])([O-])=O.[K+].[K+].CCOC(C)=O.